Dataset: TCR-epitope binding with 47,182 pairs between 192 epitopes and 23,139 TCRs. Task: Binary Classification. Given a T-cell receptor sequence (or CDR3 region) and an epitope sequence, predict whether binding occurs between them. (1) The epitope is LLFNKVTLA. The TCR CDR3 sequence is CASSQIDSDTQYF. Result: 1 (the TCR binds to the epitope). (2) The epitope is RPRGEVRFL. The TCR CDR3 sequence is CASSYRGQGNYGYTF. Result: 0 (the TCR does not bind to the epitope). (3) The epitope is TPRVTGGGAM. The TCR CDR3 sequence is CSVGRAQNEQFF. Result: 0 (the TCR does not bind to the epitope).